Dataset: Forward reaction prediction with 1.9M reactions from USPTO patents (1976-2016). Task: Predict the product of the given reaction. (1) Given the reactants [Cl:1][C:2]1[CH:7]=[CH:6][C:5]([CH:8]([C:21]2[CH:26]=[CH:25][C:24]([Cl:27])=[CH:23][CH:22]=2)[C:9]2[CH:10]=[C:11]3[C:16](=[CH:17][CH:18]=2)[N:15]=[C:14]([OH:19])[CH:13]=[C:12]3Br)=[CH:4][CH:3]=1.[F:28][C:29]([F:38])([F:37])[C:30]1[CH:36]=[CH:35][C:33]([NH2:34])=[CH:32][CH:31]=1.C([O-])([O-])=O.[Cs+].[Cs+], predict the reaction product. The product is: [Cl:1][C:2]1[CH:7]=[CH:6][C:5]([CH:8]([C:21]2[CH:26]=[CH:25][C:24]([Cl:27])=[CH:23][CH:22]=2)[C:9]2[CH:10]=[C:11]3[C:16](=[CH:17][CH:18]=2)[N:15]=[C:14]([OH:19])[CH:13]=[C:12]3[NH:34][C:33]2[CH:35]=[CH:36][C:30]([C:29]([F:28])([F:37])[F:38])=[CH:31][CH:32]=2)=[CH:4][CH:3]=1. (2) Given the reactants [CH3:1][C:2]1[CH:11]=[N:10][C:9]2[C:4](=[CH:5][CH:6]=[C:7]([F:12])[CH:8]=2)[N:3]=1.[Se](=O)=[O:14], predict the reaction product. The product is: [F:12][C:7]1[CH:8]=[C:9]2[C:4](=[CH:5][CH:6]=1)[N:3]=[C:2]([CH:1]=[O:14])[CH:11]=[N:10]2. (3) Given the reactants [Br:1][C:2]1[S:6][C:5]([C:7]([NH2:9])=[O:8])=[C:4]([NH:10][C:11](=O)[CH:12]([C:18]2[CH:23]=[CH:22][CH:21]=[CH:20][CH:19]=2)[N:13]2[CH2:17][CH2:16][CH2:15][CH2:14]2)[CH:3]=1.[OH-].[Na+], predict the reaction product. The product is: [Br:1][C:2]1[S:6][C:5]2[C:7](=[O:8])[NH:9][C:11]([CH:12]([C:18]3[CH:23]=[CH:22][CH:21]=[CH:20][CH:19]=3)[N:13]3[CH2:17][CH2:16][CH2:15][CH2:14]3)=[N:10][C:4]=2[CH:3]=1.